From a dataset of Reaction yield outcomes from USPTO patents with 853,638 reactions. Predict the reaction yield, written as a fraction of the theoretical maximum amount of product (1.0 means a 100% yield; for example, 0.34 means a 34% yield). (1) The reactants are [C:1]([O:5][CH:6]([C:11]1[C:16]([CH3:17])=[CH:15][CH:14]=[C:13]([O:18]CC2C=CC=CC=2)[C:12]=1[C:26]1[CH:27]=[CH:28][C:29]2[O:34][CH2:33][CH2:32][CH2:31][C:30]=2[CH:35]=1)[C:7]([O:9][CH3:10])=[O:8])([CH3:4])([CH3:3])[CH3:2]. The catalyst is [Pd].C(OCC)(=O)C. The product is [C:1]([O:5][CH:6]([C:11]1[C:16]([CH3:17])=[CH:15][CH:14]=[C:13]([OH:18])[C:12]=1[C:26]1[CH:27]=[CH:28][C:29]2[O:34][CH2:33][CH2:32][CH2:31][C:30]=2[CH:35]=1)[C:7]([O:9][CH3:10])=[O:8])([CH3:4])([CH3:2])[CH3:3]. The yield is 0.560. (2) The reactants are [N:1]1[CH:9]=[C:8]2[C:4]([N:5]([CH2:10][C:11]3[CH:30]=[CH:29][C:14]4[N:15]=[C:16]([N:18]5[C@@H:22]6[CH2:23][CH2:24][CH2:25][CH2:26][C@H:21]6[O:20]C5(C)C)[S:17][C:13]=4[CH:12]=3)[CH:6]=[N:7]2)=[N:3][CH:2]=1.C(Cl)Cl. The catalyst is C(O)(C(F)(F)F)=O. The product is [N:1]1[CH:9]=[C:8]2[C:4]([N:5]([CH2:10][C:11]3[CH:30]=[CH:29][C:14]4[N:15]=[C:16]([NH:18][C@@H:22]5[CH2:23][CH2:24][CH2:25][CH2:26][C@H:21]5[OH:20])[S:17][C:13]=4[CH:12]=3)[CH:6]=[N:7]2)=[N:3][CH:2]=1. The yield is 0.0400. (3) The reactants are C([O:3][C:4](=O)[NH:5][CH2:6][CH2:7][C:8]1[CH:13]=[CH:12][CH:11]=[CH:10][C:9]=1[Cl:14])C.O=P12OP3(OP(OP(O3)(O1)=O)(=O)O2)=O. The catalyst is O=P(Cl)(Cl)Cl. The product is [Cl:14][C:9]1[CH:10]=[CH:11][CH:12]=[C:13]2[C:8]=1[CH2:7][CH2:6][NH:5][C:4]2=[O:3]. The yield is 0.0900.